From a dataset of Full USPTO retrosynthesis dataset with 1.9M reactions from patents (1976-2016). Predict the reactants needed to synthesize the given product. (1) The reactants are: [NH2:1][C:2]1[CH:10]=[CH:9][CH:8]=[C:7]([O:11][CH3:12])[C:3]=1[C:4]([OH:6])=[O:5].[C:13]1([C:19](=[CH2:22])[CH:20]=O)[CH:18]=[CH:17][CH:16]=[CH:15][CH:14]=1. Given the product [CH3:12][O:11][C:7]1[C:3]([C:4]([OH:6])=[O:5])=[C:2]2[C:10]([CH:20]=[C:19]([C:13]3[CH:18]=[CH:17][CH:16]=[CH:15][CH:14]=3)[CH:22]=[N:1]2)=[CH:9][CH:8]=1, predict the reactants needed to synthesize it. (2) Given the product [Cl:1][C:2]1[CH:7]=[C:6]2[NH:8][C:9](=[O:33])[C:10]3([CH:15]([C:16]4[CH:21]=[CH:20][CH:19]=[C:18]([Cl:22])[CH:17]=4)[CH2:14][CH2:13][NH:12][CH:11]3[C:24]3[C:29]([CH3:30])=[CH:28][CH:27]=[C:26]([F:31])[C:25]=3[F:32])[C:5]2=[CH:4][CH:3]=1, predict the reactants needed to synthesize it. The reactants are: [Cl:1][C:2]1[CH:7]=[C:6]2[NH:8][C:9](=[O:33])[C:10]3([CH:15]([C:16]4[CH:21]=[CH:20][CH:19]=[C:18]([Cl:22])[CH:17]=4)[CH2:14][C:13](=O)[NH:12][CH:11]3[C:24]3[C:29]([CH3:30])=[CH:28][CH:27]=[C:26]([F:31])[C:25]=3[F:32])[C:5]2=[CH:4][CH:3]=1.[BH4-].[Na+]. (3) Given the product [NH:13]1[C:17]2[CH:18]=[CH:19][CH:20]=[CH:21][C:16]=2[N:15]=[C:14]1[C@H:10]([NH:11][C:12]([NH:34][C@H:35]1[CH2:40][CH2:39][C@H:38]([OH:41])[CH2:37][CH2:36]1)=[O:22])[CH2:9][C:8]1[CH:23]=[CH:24][C:5]([O:4][CH3:3])=[CH:6][CH:7]=1, predict the reactants needed to synthesize it. The reactants are: N#N.[CH3:3][O:4][C:5]1[CH:24]=[CH:23][C:8]([CH2:9][C@@H:10]2[C:14]3=[N:15][C:16]4[CH:21]=[CH:20][CH:19]=[CH:18][C:17]=4[N:13]3[C:12](=[O:22])[NH:11]2)=[CH:7][CH:6]=1.CCN(C(C)C)C(C)C.[NH2:34][C@H:35]1[CH2:40][CH2:39][C@H:38]([OH:41])[CH2:37][CH2:36]1. (4) The reactants are: C(OC([NH:8][C@@H:9]1[CH2:11][C@H:10]1[C:12]1[CH:13]=[C:14]([CH:19]=[CH:20][CH:21]=1)[C:15]([O:17][CH3:18])=[O:16])=O)(C)(C)C.[ClH:22].C(OCC)(=O)C. Given the product [ClH:22].[NH2:8][C@@H:9]1[CH2:11][C@H:10]1[C:12]1[CH:13]=[C:14]([CH:19]=[CH:20][CH:21]=1)[C:15]([O:17][CH3:18])=[O:16], predict the reactants needed to synthesize it. (5) The reactants are: [Br:1][C:2]1[CH:7]=[C:6]([F:8])[CH:5]=[CH:4][C:3]=1I.C([Mg]Cl)(C)C.[F:15][C:16]([F:24])([F:23])[C:17](=[O:22])[CH:18]=[C:19]([CH3:21])[CH3:20]. Given the product [Br:1][C:2]1[CH:7]=[C:6]([F:8])[CH:5]=[CH:4][C:3]=1[C:19]([CH3:21])([CH3:20])[CH2:18][C:17](=[O:22])[C:16]([F:24])([F:23])[F:15], predict the reactants needed to synthesize it. (6) Given the product [F:32][C:28]1[CH:27]=[C:26]([CH:31]=[CH:30][CH:29]=1)[CH2:25][N:3]1[C:4]2=[CH:5][C:6]3[CH2:12][CH2:11][N:10]([C:13]([O:15][C:16]([CH3:19])([CH3:18])[CH3:17])=[O:14])[CH2:9][CH2:8][C:7]=3[CH:20]=[C:21]2[O:22][CH2:23][C:2]1=[O:1], predict the reactants needed to synthesize it. The reactants are: [O:1]=[C:2]1[CH2:23][O:22][C:21]2[C:4](=[CH:5][C:6]3[CH2:12][CH2:11][N:10]([C:13]([O:15][C:16]([CH3:19])([CH3:18])[CH3:17])=[O:14])[CH2:9][CH2:8][C:7]=3[CH:20]=2)[NH:3]1.Br[CH2:25][C:26]1[CH:31]=[CH:30][CH:29]=[C:28]([F:32])[CH:27]=1.C(=O)([O-])[O-].[Cs+].[Cs+].O. (7) Given the product [NH2:12][C:4]1[C:3]([C:2]([F:1])([F:14])[F:13])=[CH:11][CH:10]=[CH:9][C:5]=1[C:6]([NH:22][C:21]1[CH:23]=[CH:24][CH:25]=[CH:26][C:20]=1[Cl:19])=[O:8], predict the reactants needed to synthesize it. The reactants are: [F:1][C:2]([F:14])([F:13])[C:3]1[CH:11]=[CH:10][CH:9]=[C:5]([C:6]([OH:8])=O)[C:4]=1[NH2:12].O=S(Cl)Cl.[Cl:19][C:20]1[CH:26]=[CH:25][CH:24]=[CH:23][C:21]=1[NH2:22].C(Cl)(Cl)Cl. (8) Given the product [OH:19][C:3]1[CH:4]=[CH:5][C:6]2[C:11](=[CH:10][CH:9]=[C:8]([C:12]3[CH:17]=[CH:16][CH:15]=[C:14]([OH:18])[CH:13]=3)[CH:7]=2)[C:2]=1[C:31]1[CH:32]=[CH:33][C:28]([NH:27][C:21](=[O:20])[CH2:22][CH2:23][C:24]([OH:26])=[O:25])=[CH:29][CH:30]=1, predict the reactants needed to synthesize it. The reactants are: Br[C:2]1[C:11]2[C:6](=[CH:7][C:8]([C:12]3[CH:17]=[CH:16][CH:15]=[C:14]([OH:18])[CH:13]=3)=[CH:9][CH:10]=2)[CH:5]=[CH:4][C:3]=1[OH:19].[O:20]=[C:21]([NH:27][C:28]1[CH:33]=[CH:32][C:31](B2OC(C)(C)C(C)(C)O2)=[CH:30][CH:29]=1)[CH2:22][CH2:23][C:24]([OH:26])=[O:25].